Dataset: Forward reaction prediction with 1.9M reactions from USPTO patents (1976-2016). Task: Predict the product of the given reaction. (1) The product is: [CH3:27][C:22]1[C:21]([C:17]2[CH:16]=[C:15]([C:28]([OH:29])([C:30]3[CH:35]=[CH:34][CH:33]=[CH:32][N:31]=3)[C:36]3[CH:41]=[CH:40][CH:39]=[CH:38][N:37]=3)[C:14]3[NH:13][C:6](=[O:7])[NH:20][C:19]=3[CH:18]=2)=[C:25]([CH3:26])[O:24][N:23]=1. Given the reactants C1N=CN([C:6](N2C=NC=C2)=[O:7])C=1.[NH2:13][C:14]1[C:19]([NH2:20])=[CH:18][C:17]([C:21]2[C:22]([CH3:27])=[N:23][O:24][C:25]=2[CH3:26])=[CH:16][C:15]=1[C:28]([C:36]1[CH:41]=[CH:40][CH:39]=[CH:38][N:37]=1)([C:30]1[CH:35]=[CH:34][CH:33]=[CH:32][N:31]=1)[OH:29], predict the reaction product. (2) Given the reactants [CH3:1][N:2]([CH:4]([C:12]1[CH:16]=[CH:15][S:14][CH:13]=1)[CH:5]1[CH2:10][CH2:9][CH2:8][CH2:7][C:6]1=[O:11])[CH3:3].Cl.CNC.S1C=CC(C=O)=C1.N1(C2CCCCC=2)CCCC1.[Cl:39][CH2:40][C:41]1[CH:42]=[C:43]([C:47]([F:50])([F:49])[F:48])[CH:44]=[CH:45][CH:46]=1.Cl, predict the reaction product. The product is: [ClH:39].[CH3:3][N:2]([CH:4]([C:12]1[CH:16]=[CH:15][S:14][CH:13]=1)[CH:5]1[CH2:10][CH2:9][CH2:8][CH2:7][C:6]1([CH2:40][C:41]1[CH:46]=[CH:45][CH:44]=[C:43]([C:47]([F:48])([F:49])[F:50])[CH:42]=1)[OH:11])[CH3:1]. (3) Given the reactants [Br:1][C:2]1[CH:7]=[CH:6][C:5]([OH:8])=[CH:4][CH:3]=1.[CH3:9][O:10][CH2:11]OC.O=P12OP3(OP(OP(O3)(O1)=O)(=O)O2)=O, predict the reaction product. The product is: [Br:1][C:2]1[CH:7]=[CH:6][C:5]([O:8][CH2:9][O:10][CH3:11])=[CH:4][CH:3]=1. (4) Given the reactants [Li]CCCC.Br[C:7]1[C:15]2[C:14]([Cl:16])=[N:13][CH:12]=[N:11][C:10]=2[N:9]([Si](C(C)C)(C(C)C)C(C)C)[CH:8]=1.[Br:27][C:28]1[CH:29]=[N:30][CH:31]=[C:32]([CH:36]=1)[C:33](Cl)=[O:34].CC(O)C, predict the reaction product. The product is: [Br:27][C:28]1[CH:36]=[C:32]([C:33]([C:7]2[C:15]3[C:14]([Cl:16])=[N:13][CH:12]=[N:11][C:10]=3[NH:9][CH:8]=2)=[O:34])[CH:31]=[N:30][CH:29]=1. (5) Given the reactants [Cl:1][C:2]1[C:7]([Cl:8])=[CH:6][CH:5]=[CH:4][C:3]=1[C:9]1[NH:13][N:12]=[N:11][N:10]=1.Cl.Cl[CH2:16][C:17]1[C:18]([CH3:23])=[N:19][CH:20]=[CH:21][CH:22]=1.C(N(CC)CC)C, predict the reaction product. The product is: [Cl:1][C:2]1[C:7]([Cl:8])=[CH:6][CH:5]=[CH:4][C:3]=1[C:9]1[N:13]([CH2:16][C:17]2[C:18]([CH3:23])=[N:19][CH:20]=[CH:21][CH:22]=2)[N:12]=[N:11][N:10]=1. (6) Given the reactants Br[C:2]1[C:14]([CH2:15][O:16]C2CCCCO2)=[CH:13][C:5]([O:6]C2CCCCO2)=[C:4]([F:23])[CH:3]=1.[Li]CCCC.[B:29](OC(C)C)(OC(C)C)[O:30]C(C)C, predict the reaction product. The product is: [F:23][C:4]1[C:5]([OH:6])=[CH:13][C:14]2[CH2:15][O:16][B:29]([OH:30])[C:2]=2[CH:3]=1. (7) The product is: [CH3:15][N:16]([CH3:21])[CH2:17][CH2:18][CH2:19][NH:20][CH2:1][C:3]1[CH:14]=[CH:13][C:6]([O:7][CH2:8][C:9]([O:11][CH3:12])=[O:10])=[CH:5][CH:4]=1. Given the reactants [CH:1]([C:3]1[CH:14]=[CH:13][C:6]([O:7][CH2:8][C:9]([O:11][CH3:12])=[O:10])=[CH:5][CH:4]=1)=O.[CH3:15][N:16]([CH3:21])[CH2:17][CH2:18][CH2:19][NH2:20].[BH4-].[Na+].C(=O)(O)[O-].[Na+], predict the reaction product.